Dataset: Reaction yield outcomes from USPTO patents with 853,638 reactions. Task: Predict the reaction yield, written as a fraction of the theoretical maximum amount of product (1.0 means a 100% yield; for example, 0.34 means a 34% yield). (1) The reactants are CCN(C(C)C)C(C)C.[NH:10]([C:12]([C:14]1([CH2:17][NH:18][C:19](=[O:25])[O:20][C:21]([CH3:24])([CH3:23])[CH3:22])[CH2:16][CH2:15]1)=[O:13])[NH2:11].[CH2:26]([O:33][N:34]1[C:40](=[O:41])[N:39]2[CH2:42][C@H:35]1[CH2:36][CH2:37][CH:38]2[C:43](O)=[O:44])[C:27]1[CH:32]=[CH:31][CH:30]=[CH:29][CH:28]=1.CN(C(ON1N=NC2C=CC=NC1=2)=[N+](C)C)C.F[P-](F)(F)(F)(F)F. The catalyst is C(Cl)Cl. The product is [C:21]([O:20][C:19](=[O:25])[NH:18][CH2:17][C:14]1([C:12]([NH:10][NH:11][C:43]([CH:38]2[CH2:37][CH2:36][C@@H:35]3[CH2:42][N:39]2[C:40](=[O:41])[N:34]3[O:33][CH2:26][C:27]2[CH:32]=[CH:31][CH:30]=[CH:29][CH:28]=2)=[O:44])=[O:13])[CH2:16][CH2:15]1)([CH3:22])([CH3:24])[CH3:23]. The yield is 0.850. (2) The reactants are [F:1][C:2]([F:14])([F:13])[S:3][C:4]1[CH:12]=[CH:11][C:7]([C:8]([OH:10])=O)=[CH:6][CH:5]=1.[NH2:15][C:16]([CH3:32])([CH2:19][O:20][C:21]1[CH:22]=[CH:23][C:24]2[CH2:28][O:27][B:26]([OH:29])[C:25]=2[C:30]=1[Cl:31])[C:17]#[N:18].CCN(C(C)C)C(C)C. The catalyst is C(Cl)Cl.O=S(Cl)Cl.C1COCC1. The product is [Cl:31][C:30]1[C:25]2[B:26]([OH:29])[O:27][CH2:28][C:24]=2[CH:23]=[CH:22][C:21]=1[O:20][CH2:19][C:16]([NH:15][C:8](=[O:10])[C:7]1[CH:6]=[CH:5][C:4]([S:3][C:2]([F:1])([F:14])[F:13])=[CH:12][CH:11]=1)([C:17]#[N:18])[CH3:32]. The yield is 0.470. (3) The product is [C:33]([O:32][C:31](=[O:37])[N:30]([CH2:29][C:28]1[NH:1][C:2]2[CH:7]=[CH:6][C:5]([C:8]3[C:16]4[C:11](=[CH:12][C:13]([F:17])=[CH:14][CH:15]=4)[N:10]([S:18]([C:21]4[CH:22]=[CH:23][CH:24]=[CH:25][CH:26]=4)(=[O:19])=[O:20])[CH:9]=3)=[CH:4][C:3]=2[N:27]=1)[CH3:38])([CH3:36])([CH3:34])[CH3:35]. The catalyst is CC(O)=O. The yield is 1.00. The reactants are [NH2:1][C:2]1[CH:7]=[CH:6][C:5]([C:8]2[C:16]3[C:11](=[CH:12][C:13]([F:17])=[CH:14][CH:15]=3)[N:10]([S:18]([C:21]3[CH:26]=[CH:25][CH:24]=[CH:23][CH:22]=3)(=[O:20])=[O:19])[CH:9]=2)=[CH:4][C:3]=1[NH:27][C:28](=O)[CH2:29][N:30]([CH3:38])[C:31](=[O:37])[O:32][C:33]([CH3:36])([CH3:35])[CH3:34].NC1C=C(C2C3C(=CC(F)=CC=3)N(S(C3C=CC=CC=3)(=O)=O)C=2)C=CC=1NC(=O)CN(C)C(=O)OC(C)(C)C.C([O-])([O-])=O.[Na+].[Na+]. (4) The reactants are C([O:3][CH2:4][CH2:5][O:6][NH:7][C:8]([C:10]1[CH:15]=[CH:14][C:13](=[O:16])[N:12]([CH3:17])[C:11]=1[NH:18][C:19]1[CH:24]=[CH:23][C:22]([CH3:25])=[CH:21][C:20]=1[F:26])=[O:9])=C.COC(C1C=CC(=O)N(C)C=1NC1C=CC(C)=CC=1F)=O.C(OCCON)=C.C[Si]([N-][Si](C)(C)C)(C)C.[Li+]. The catalyst is C1COCC1. The product is [OH:3][CH2:4][CH2:5][O:6][NH:7][C:8]([C:10]1[CH:15]=[CH:14][C:13](=[O:16])[N:12]([CH3:17])[C:11]=1[NH:18][C:19]1[CH:24]=[CH:23][C:22]([CH3:25])=[CH:21][C:20]=1[F:26])=[O:9]. The yield is 0.770.